Dataset: NCI-60 drug combinations with 297,098 pairs across 59 cell lines. Task: Regression. Given two drug SMILES strings and cell line genomic features, predict the synergy score measuring deviation from expected non-interaction effect. (1) Drug 1: CC12CCC3C(C1CCC2O)C(CC4=C3C=CC(=C4)O)CCCCCCCCCS(=O)CCCC(C(F)(F)F)(F)F. Drug 2: CS(=O)(=O)OCCCCOS(=O)(=O)C. Cell line: DU-145. Synergy scores: CSS=2.21, Synergy_ZIP=-1.13, Synergy_Bliss=-0.0973, Synergy_Loewe=-1.54, Synergy_HSA=-1.95. (2) Drug 1: C1=NC2=C(N=C(N=C2N1C3C(C(C(O3)CO)O)F)Cl)N. Drug 2: C1CC(=O)NC(=O)C1N2C(=O)C3=CC=CC=C3C2=O. Cell line: A549. Synergy scores: CSS=14.6, Synergy_ZIP=-2.32, Synergy_Bliss=4.03, Synergy_Loewe=-1.41, Synergy_HSA=3.49. (3) Drug 1: C#CCC(CC1=CN=C2C(=N1)C(=NC(=N2)N)N)C3=CC=C(C=C3)C(=O)NC(CCC(=O)O)C(=O)O. Drug 2: C1=NNC2=C1C(=O)NC=N2. Cell line: HCC-2998. Synergy scores: CSS=3.91, Synergy_ZIP=-1.87, Synergy_Bliss=1.13, Synergy_Loewe=3.50, Synergy_HSA=2.58. (4) Drug 1: CN(C)N=NC1=C(NC=N1)C(=O)N. Drug 2: CC1=C(C=C(C=C1)C(=O)NC2=CC(=CC(=C2)C(F)(F)F)N3C=C(N=C3)C)NC4=NC=CC(=N4)C5=CN=CC=C5. Cell line: MOLT-4. Synergy scores: CSS=-5.44, Synergy_ZIP=0.509, Synergy_Bliss=-4.71, Synergy_Loewe=-11.0, Synergy_HSA=-10.9. (5) Drug 1: CCN(CC)CCNC(=O)C1=C(NC(=C1C)C=C2C3=C(C=CC(=C3)F)NC2=O)C. Drug 2: C1=NC2=C(N1)C(=S)N=CN2. Cell line: CAKI-1. Synergy scores: CSS=19.9, Synergy_ZIP=7.17, Synergy_Bliss=5.09, Synergy_Loewe=-25.3, Synergy_HSA=-6.51. (6) Drug 1: CC1=C2C(C(=O)C3(C(CC4C(C3C(C(C2(C)C)(CC1OC(=O)C(C(C5=CC=CC=C5)NC(=O)OC(C)(C)C)O)O)OC(=O)C6=CC=CC=C6)(CO4)OC(=O)C)OC)C)OC. Drug 2: CCCCC(=O)OCC(=O)C1(CC(C2=C(C1)C(=C3C(=C2O)C(=O)C4=C(C3=O)C=CC=C4OC)O)OC5CC(C(C(O5)C)O)NC(=O)C(F)(F)F)O. Cell line: 786-0. Synergy scores: CSS=63.8, Synergy_ZIP=14.5, Synergy_Bliss=14.4, Synergy_Loewe=13.8, Synergy_HSA=16.0.